This data is from Forward reaction prediction with 1.9M reactions from USPTO patents (1976-2016). The task is: Predict the product of the given reaction. (1) Given the reactants C([Li])CCC.[Br-].[CH3:7][N:8]([CH3:30])[CH2:9][CH2:10][P+](C1C=CC=CC=1)(C1C=CC=CC=1)C1C=CC=CC=1.C(NCC)C.[Li].[CH2:37]([O:39][C:40]([C:42]1[NH:43][C:44]2[C:49]([C:50]=1[CH:51]=O)=[CH:48][CH:47]=[CH:46][CH:45]=2)=[O:41])[CH3:38], predict the reaction product. The product is: [CH2:37]([O:39][C:40]([C:42]1[NH:43][C:44]2[C:49]([C:50]=1[CH:51]=[CH:10][CH2:9][N:8]([CH3:30])[CH3:7])=[CH:48][CH:47]=[CH:46][CH:45]=2)=[O:41])[CH3:38]. (2) Given the reactants [Cl:1][C:2]1[CH:3]=[CH:4][C:5]2[N:11]3[CH:12]=[CH:13][CH:14]=[C:10]3[C@@H:9]([CH2:15][CH2:16][C:17](O)=[O:18])[O:8][C@H:7]([C:20]3[CH:25]=[CH:24][CH:23]=[C:22]([O:26][CH3:27])[C:21]=3[O:28][CH3:29])[C:6]=2[CH:30]=1.[OH:31][C:32]1([CH2:38][C:39]([O:41][CH2:42][CH3:43])=[O:40])[CH2:37][CH2:36][NH:35][CH2:34][CH2:33]1.Cl.C(N=C=NCCCN(C)C)C.ON1C2C=CC=CC=2N=N1, predict the reaction product. The product is: [Cl:1][C:2]1[CH:3]=[CH:4][C:5]2[N:11]3[CH:12]=[CH:13][CH:14]=[C:10]3[C@@H:9]([CH2:15][CH2:16][C:17]([N:35]3[CH2:34][CH2:33][C:32]([CH2:38][C:39]([O:41][CH2:42][CH3:43])=[O:40])([OH:31])[CH2:37][CH2:36]3)=[O:18])[O:8][C@H:7]([C:20]3[CH:25]=[CH:24][CH:23]=[C:22]([O:26][CH3:27])[C:21]=3[O:28][CH3:29])[C:6]=2[CH:30]=1. (3) Given the reactants Cl[C:2]1[C:7]([C:8]([O:10][CH2:11][CH3:12])=[O:9])=[CH:6][N:5]=[C:4]2[N:13]([C:17]3[CH:22]=[CH:21][CH:20]=[CH:19][N:18]=3)[N:14]=[C:15]([CH3:16])[C:3]=12.[N-:23]=[N+:24]=[N-:25].[Na+].O.[OH-].[Na+], predict the reaction product. The product is: [N:23]([C:2]1[C:7]([C:8]([O:10][CH2:11][CH3:12])=[O:9])=[CH:6][N:5]=[C:4]2[N:13]([C:17]3[CH:22]=[CH:21][CH:20]=[CH:19][N:18]=3)[N:14]=[C:15]([CH3:16])[C:3]=12)=[N+:24]=[N-:25]. (4) Given the reactants [C:1]1([CH3:11])[CH:6]=[CH:5][C:4](S(O)(=O)=O)=[CH:3][CH:2]=1.O.[C:13]1(C)C=CC=C[CH:14]=1, predict the reaction product. The product is: [CH2:13]1[C:6]2[C:1](=[CH:2][CH:3]=[CH:4][CH:5]=2)[CH:11]=[CH:14]1.